Task: Regression. Given two drug SMILES strings and cell line genomic features, predict the synergy score measuring deviation from expected non-interaction effect.. Dataset: NCI-60 drug combinations with 297,098 pairs across 59 cell lines (1) Drug 1: CN1C2=C(C=C(C=C2)N(CCCl)CCCl)N=C1CCCC(=O)O.Cl. Drug 2: B(C(CC(C)C)NC(=O)C(CC1=CC=CC=C1)NC(=O)C2=NC=CN=C2)(O)O. Cell line: SF-268. Synergy scores: CSS=54.2, Synergy_ZIP=8.52, Synergy_Bliss=9.08, Synergy_Loewe=-51.3, Synergy_HSA=8.04. (2) Drug 1: CC12CCC(CC1=CCC3C2CCC4(C3CC=C4C5=CN=CC=C5)C)O. Drug 2: CC1=C(C(=CC=C1)Cl)NC(=O)C2=CN=C(S2)NC3=CC(=NC(=N3)C)N4CCN(CC4)CCO. Cell line: SF-295. Synergy scores: CSS=5.92, Synergy_ZIP=-3.04, Synergy_Bliss=0.128, Synergy_Loewe=-0.202, Synergy_HSA=0.723. (3) Drug 1: C1CN1C2=NC(=NC(=N2)N3CC3)N4CC4. Drug 2: C1=CC=C(C(=C1)C(C2=CC=C(C=C2)Cl)C(Cl)Cl)Cl. Cell line: HS 578T. Synergy scores: CSS=8.74, Synergy_ZIP=1.02, Synergy_Bliss=-2.63, Synergy_Loewe=-7.77, Synergy_HSA=-1.61.